This data is from Reaction yield outcomes from USPTO patents with 853,638 reactions. The task is: Predict the reaction yield, written as a fraction of the theoretical maximum amount of product (1.0 means a 100% yield; for example, 0.34 means a 34% yield). (1) The reactants are Br[C:2]1[CH:3]=[CH:4][C:5]2[O:14][CH2:13][CH2:12][C:11]3[S:10][C:9]([C:15]4[N:16]([CH:20]([CH3:22])[CH3:21])[N:17]=[CH:18][N:19]=4)=[N:8][C:7]=3[C:6]=2[CH:23]=1.[CH3:24][C:25]1[CH:26]=[C:27](B(O)O)[CH:28]=[N:29][CH:30]=1. No catalyst specified. The product is [CH:20]([N:16]1[C:15]([C:9]2[S:10][C:11]3[CH2:12][CH2:13][O:14][C:5]4[CH:4]=[CH:3][C:2]([C:27]5[CH:28]=[N:29][CH:30]=[C:25]([CH3:24])[CH:26]=5)=[CH:23][C:6]=4[C:7]=3[N:8]=2)=[N:19][CH:18]=[N:17]1)([CH3:22])[CH3:21]. The yield is 0.170. (2) The reactants are [F:1][C:2]1[CH:10]=[C:9]2[C:5]([CH:6]=[C:7]([C:11]([CH3:23])([CH3:22])[C:12](OCC3C=CC=CC=3)=[O:13])[NH:8]2)=[CH:4][C:3]=1[N+:24]([O-:26])=[O:25].CC(C[AlH]CC(C)C)C. The catalyst is C(Cl)Cl. The product is [F:1][C:2]1[CH:10]=[C:9]2[C:5]([CH:6]=[C:7]([C:11]([CH3:23])([CH3:22])[CH2:12][OH:13])[NH:8]2)=[CH:4][C:3]=1[N+:24]([O-:26])=[O:25]. The yield is 0.770. (3) The reactants are C(OC([N:11]1[CH2:16][CH2:15][CH2:14][C@H:13]([C:17](=[O:25])[NH:18][C:19]2[CH:24]=[CH:23][CH:22]=[CH:21][CH:20]=2)[CH2:12]1)=O)C1C=CC=CC=1.[H][H]. The catalyst is CO.[Pd]. The product is [C:19]1([NH:18][C:17]([CH:13]2[CH2:14][CH2:15][CH2:16][NH:11][CH2:12]2)=[O:25])[CH:20]=[CH:21][CH:22]=[CH:23][CH:24]=1. The yield is 0.990. (4) The reactants are Br[C:2]1[CH:3]=[C:4]([CH:8]2[CH2:11][C:10]([C:13]3[CH:18]=[CH:17][C:16]([O:19][CH2:20][C:21]4[C:22]([C:29]5[C:34]([Cl:35])=[CH:33][CH:32]=[CH:31][C:30]=5[Cl:36])=[N:23][O:24][C:25]=4[CH:26]4[CH2:28][CH2:27]4)=[CH:15][C:14]=3[Cl:37])([OH:12])[CH2:9]2)[CH:5]=[CH:6][CH:7]=1.C([O-])([O-])=O.[K+].[K+].[C:44]1([CH2:50][SH:51])[CH:49]=[CH:48][CH:47]=[CH:46][CH:45]=1.CC1(C)C2C(=C(P(C3C=CC=CC=3)C3C=CC=CC=3)C=CC=2)OC2C(P(C3C=CC=CC=3)C3C=CC=CC=3)=CC=CC1=2. The catalyst is C1(C)C=CC=CC=1.O.C1C=CC(/C=C/C(/C=C/C2C=CC=CC=2)=O)=CC=1.C1C=CC(/C=C/C(/C=C/C2C=CC=CC=2)=O)=CC=1.C1C=CC(/C=C/C(/C=C/C2C=CC=CC=2)=O)=CC=1.[Pd].[Pd]. The product is [CH2:50]([S:51][C:2]1[CH:3]=[C:4]([CH:8]2[CH2:11][C:10]([C:13]3[CH:18]=[CH:17][C:16]([O:19][CH2:20][C:21]4[C:22]([C:29]5[C:34]([Cl:35])=[CH:33][CH:32]=[CH:31][C:30]=5[Cl:36])=[N:23][O:24][C:25]=4[CH:26]4[CH2:28][CH2:27]4)=[CH:15][C:14]=3[Cl:37])([OH:12])[CH2:9]2)[CH:5]=[CH:6][CH:7]=1)[C:44]1[CH:49]=[CH:48][CH:47]=[CH:46][CH:45]=1. The yield is 0.300.